This data is from Forward reaction prediction with 1.9M reactions from USPTO patents (1976-2016). The task is: Predict the product of the given reaction. (1) Given the reactants Cl.[C:2]1([N:8]2[C:12]([NH:13][C:14]([NH:16][C@H:17]3[C@H:21]([C:22]4[CH:27]=[CH:26][CH:25]=[CH:24][CH:23]=4)[CH2:20][NH:19][CH2:18]3)=[O:15])=[C:11]3[CH2:28][CH2:29][CH2:30][C:10]3=[N:9]2)[CH:7]=[CH:6][CH:5]=[CH:4][CH:3]=1.Br[CH:32]([CH2:37][O:38][CH3:39])[C:33]([O:35][CH3:36])=[O:34].CCN(C(C)C)C(C)C, predict the reaction product. The product is: [CH3:39][O:38][CH2:37][CH:32]([N:19]1[CH2:18][C@@H:17]([NH:16][C:14]([NH:13][C:12]2[N:8]([C:2]3[CH:7]=[CH:6][CH:5]=[CH:4][CH:3]=3)[N:9]=[C:10]3[CH2:30][CH2:29][CH2:28][C:11]=23)=[O:15])[C@H:21]([C:22]2[CH:23]=[CH:24][CH:25]=[CH:26][CH:27]=2)[CH2:20]1)[C:33]([O:35][CH3:36])=[O:34]. (2) Given the reactants [F:1][C:2]1[CH:3]=[CH:4][C:5]([O:10][CH2:11][CH2:12][C:13]2[CH:18]=[CH:17][C:16]([C:19]([F:22])([F:21])[F:20])=[CH:15][CH:14]=2)=[C:6]([CH:9]=1)[CH2:7]O.[BrH:23].[C:24]1([P:30]([C:37]2[CH:42]=[CH:41][CH:40]=[CH:39][CH:38]=2)[C:31]2[CH:36]=[CH:35][CH:34]=[CH:33][CH:32]=2)[CH:29]=[CH:28][CH:27]=[CH:26][CH:25]=1, predict the reaction product. The product is: [Br-:23].[F:1][C:2]1[CH:3]=[CH:4][C:5]([O:10][CH2:11][CH2:12][C:13]2[CH:18]=[CH:17][C:16]([C:19]([F:22])([F:21])[F:20])=[CH:15][CH:14]=2)=[C:6]([CH:9]=1)[CH2:7][P+:30]([C:31]1[CH:32]=[CH:33][CH:34]=[CH:35][CH:36]=1)([C:37]1[CH:42]=[CH:41][CH:40]=[CH:39][CH:38]=1)[C:24]1[CH:25]=[CH:26][CH:27]=[CH:28][CH:29]=1.